Predict the reactants needed to synthesize the given product. From a dataset of Retrosynthesis with 50K atom-mapped reactions and 10 reaction types from USPTO. Given the product COC(=O)CCS(=O)(=O)NCc1csc(NC(=O)Nc2ccc(C)cc2C(=O)C2CCCC2)n1, predict the reactants needed to synthesize it. The reactants are: COC(=O)CCS(=O)(=O)Cl.Cc1ccc(NC(=O)Nc2nc(CN)cs2)c(C(=O)C2CCCC2)c1.